This data is from Peptide-MHC class II binding affinity with 134,281 pairs from IEDB. The task is: Regression. Given a peptide amino acid sequence and an MHC pseudo amino acid sequence, predict their binding affinity value. This is MHC class II binding data. The peptide sequence is ILTVSVAVSEGKPTE. The MHC is DRB1_1302 with pseudo-sequence DRB1_1302. The binding affinity (normalized) is 0.369.